Dataset: Forward reaction prediction with 1.9M reactions from USPTO patents (1976-2016). Task: Predict the product of the given reaction. (1) The product is: [C:1]([O:5][C:6](=[O:23])[N:7]([CH:9]([CH3:22])[CH2:10][C:11]1[CH:21]=[CH:20][C:14]2[O:15][CH:16]([CH2:18][NH:19][C:34]([O:36][CH2:37][C:38]3[CH:43]=[CH:42][CH:41]=[CH:40][CH:39]=3)=[O:35])[O:17][C:13]=2[CH:12]=1)[CH3:8])([CH3:4])([CH3:2])[CH3:3]. Given the reactants [C:1]([O:5][C:6](=[O:23])[N:7]([CH:9]([CH3:22])[CH2:10][C:11]1[CH:21]=[CH:20][C:14]2[O:15][CH:16]([CH2:18][NH2:19])[O:17][C:13]=2[CH:12]=1)[CH3:8])([CH3:4])([CH3:3])[CH3:2].C(N(CC)C(C)C)(C)C.Cl[C:34]([O:36][CH2:37][C:38]1[CH:43]=[CH:42][CH:41]=[CH:40][CH:39]=1)=[O:35], predict the reaction product. (2) The product is: [NH2:29][C:28]1[C:18]2[C:19](=[N:20][C:15]([S:14][CH2:13][C:11]3[N:12]=[C:8]([C:5]4[CH:4]=[CH:3][C:2]([Cl:1])=[CH:7][CH:6]=4)[S:9][CH:10]=3)=[C:16]([C:40]#[N:41])[C:17]=2[C:30]2[CH:31]=[CH:32][C:33]([O:36][CH2:37][CH2:38][OH:39])=[CH:34][CH:35]=2)[N:21]([CH3:27])[C:22]=1[C:23]([O:25][CH3:26])=[O:24]. Given the reactants [Cl:1][C:2]1[CH:7]=[CH:6][C:5]([C:8]2[S:9][CH:10]=[C:11]([CH2:13][S:14][C:15]3[N:20]=[C:19]([N:21]([CH3:27])[CH2:22][C:23]([O:25][CH3:26])=[O:24])[C:18]([C:28]#[N:29])=[C:17]([C:30]4[CH:35]=[CH:34][C:33]([O:36][CH2:37][CH2:38][OH:39])=[CH:32][CH:31]=4)[C:16]=3[C:40]#[N:41])[N:12]=2)=[CH:4][CH:3]=1.C(=O)([O-])[O-].[Cs+].[Cs+], predict the reaction product. (3) Given the reactants Cl.O1CCOCC1.[Cl:8][C:9]1[C:10]([F:46])=[C:11]([NH:15][C:16]2[C:25]3[C:20](=[CH:21][C:22]([O:44][CH3:45])=[C:23]([CH2:26][N:27]([CH3:43])[C:28]4([C:39]([NH:41][CH3:42])=[O:40])[CH2:31][N:30](C(OC(C)(C)C)=O)[CH2:29]4)[CH:24]=3)[N:19]=[CH:18][N:17]=2)[CH:12]=[CH:13][CH:14]=1, predict the reaction product. The product is: [Cl:8][C:9]1[C:10]([F:46])=[C:11]([NH:15][C:16]2[C:25]3[C:20](=[CH:21][C:22]([O:44][CH3:45])=[C:23]([CH2:26][N:27]([CH3:43])[C:28]4([C:39]([NH:41][CH3:42])=[O:40])[CH2:31][NH:30][CH2:29]4)[CH:24]=3)[N:19]=[CH:18][N:17]=2)[CH:12]=[CH:13][CH:14]=1. (4) Given the reactants [CH3:1][C:2]1[N:3]=[C:4]2[C:9]([OH:10])=[C:8]([CH2:11][CH2:12][C:13](=[O:20])[C:14]3[CH:19]=[CH:18][CH:17]=[CH:16][CH:15]=3)[C:7]([C:21]([O:23][CH2:24][CH3:25])=[O:22])=[CH:6][N:5]2[C:26]=1[CH3:27].[BH4-].[Na+].[Cl-].[NH4+], predict the reaction product. The product is: [CH3:1][C:2]1[N:3]=[C:4]2[C:9]([OH:10])=[C:8]([CH2:11][CH2:12][CH:13]([OH:20])[C:14]3[CH:19]=[CH:18][CH:17]=[CH:16][CH:15]=3)[C:7]([C:21]([O:23][CH2:24][CH3:25])=[O:22])=[CH:6][N:5]2[C:26]=1[CH3:27]. (5) Given the reactants [C:1]([C:3]1[CH:4]=[C:5]([CH:31]([CH3:33])[CH3:32])[C:6]2[O:10][C:9]([C:11]3[CH:29]=[CH:28][C:14]([C:15]([NH:17][CH2:18][C@H:19]4[CH2:24][CH2:23][C@H:22]([CH2:25][CH2:26][OH:27])[CH2:21][CH2:20]4)=[O:16])=[CH:13][CH:12]=3)=[N:8][C:7]=2[CH:30]=1)#[N:2].CC(OI1(OC(C)=O)(OC(C)=O)OC(=O)C2C=CC=CC1=2)=O, predict the reaction product. The product is: [C:1]([C:3]1[CH:4]=[C:5]([CH:31]([CH3:33])[CH3:32])[C:6]2[O:10][C:9]([C:11]3[CH:29]=[CH:28][C:14]([C:15]([NH:17][CH2:18][C@H:19]4[CH2:20][CH2:21][C@H:22]([CH2:25][CH:26]=[O:27])[CH2:23][CH2:24]4)=[O:16])=[CH:13][CH:12]=3)=[N:8][C:7]=2[CH:30]=1)#[N:2]. (6) Given the reactants [CH3:1][O:2][C:3]1[CH:11]=[C:10]2[C:6]([CH2:7][N:8]([CH3:13])[C:9]2=[O:12])=[CH:5][C:4]=1[N+:14]([O-])=O.O.O.Cl[Sn]Cl.C(Cl)Cl.[OH-].[Na+], predict the reaction product. The product is: [NH2:14][C:4]1[CH:5]=[C:6]2[C:10](=[CH:11][C:3]=1[O:2][CH3:1])[C:9](=[O:12])[N:8]([CH3:13])[CH2:7]2. (7) Given the reactants [AlH4-].[Li+].[OH:3][CH:4]1[CH2:9][CH2:8][CH:7]([C:10](OCC)=[O:11])[CH2:6][CH2:5]1, predict the reaction product. The product is: [OH:11][CH2:10][CH:7]1[CH2:8][CH2:9][CH:4]([OH:3])[CH2:5][CH2:6]1. (8) Given the reactants [Br-:1].[Br-].[Br-].C([N+](C)(C)C)C1C=CC=CC=1.C([N+](C)(C)C)C1C=CC=CC=1.C([N+](C)(C)C)C1C=CC=CC=1.[CH3:37][C:38]1[CH:39]=[C:40]([NH:45][C:46](=[O:48])[CH3:47])[CH:41]=[C:42]([CH3:44])[CH:43]=1, predict the reaction product. The product is: [Br:1][C:43]1[C:42]([CH3:44])=[CH:41][C:40]([NH:45][C:46](=[O:48])[CH3:47])=[CH:39][C:38]=1[CH3:37].